From a dataset of Reaction yield outcomes from USPTO patents with 853,638 reactions. Predict the reaction yield, written as a fraction of the theoretical maximum amount of product (1.0 means a 100% yield; for example, 0.34 means a 34% yield). (1) The reactants are [CH3:1][C:2]1[CH:7]=[CH:6][C:5]([S:8]([O:11][CH2:12][CH:13]([OH:30])[CH2:14][C:15]2[C:16](O)=[C:17]3[C:22](=[C:23]([O:25][CH3:26])[CH:24]=2)[CH:21]2[CH2:27][CH2:28][CH:18]3[CH2:19][CH2:20]2)(=[O:10])=[O:9])=[CH:4][CH:3]=1.C1(P(C2C=CC=CC=2)C2C=CC=CC=2)C=CC=CC=1.CCOC(/N=N/C(OCC)=O)=O.C([Si](C)(C)OCC1OC2C3CCCC=3C=CC=2C1)(C)(C)C. No catalyst specified. The product is [CH3:1][C:2]1[CH:3]=[CH:4][C:5]([S:8]([O:11][CH2:12][CH:13]2[O:30][C:16]3[C:17]4[CH:18]5[CH2:19][CH2:20][CH:21]([C:22]=4[C:23]([O:25][CH3:26])=[CH:24][C:15]=3[CH2:14]2)[CH2:27][CH2:28]5)(=[O:9])=[O:10])=[CH:6][CH:7]=1. The yield is 0.750. (2) The yield is 0.300. The catalyst is C(Cl)Cl.C1(C)C=CC=CC=1. The product is [Cl:12][C:13]1[CH:18]=[CH:17][CH:16]=[C:15]([Cl:19])[C:14]=1[N:20]1[CH:31]=[C:30]([C:32]#[C:33][CH2:34][O:35][CH:36]2[CH2:41][CH2:40][CH2:39][CH2:38][O:37]2)[C:23]2[N:24]=[C:25]([NH:52][C:53]3[CH:58]=[CH:57][C:56]([N:59]4[CH2:64][CH2:63][N:62]([C:65]([O:67][C:68]([CH3:70])([CH3:69])[CH3:71])=[O:66])[CH2:61][CH2:60]4)=[C:55]([CH3:72])[CH:54]=3)[N:26]=[CH:27][C:22]=2[C:21]1=[O:42]. The reactants are C1C=C(Cl)C=C(C(OO)=O)C=1.[Cl:12][C:13]1[CH:18]=[CH:17][CH:16]=[C:15]([Cl:19])[C:14]=1[N:20]1[CH:31]=[C:30]([C:32]#[C:33][CH2:34][O:35][CH:36]2[CH2:41][CH2:40][CH2:39][CH2:38][O:37]2)[C:23]2[N:24]=[C:25](SC)[N:26]=[CH:27][C:22]=2[C:21]1=[O:42].CCN(C(C)C)C(C)C.[NH2:52][C:53]1[CH:58]=[CH:57][C:56]([N:59]2[CH2:64][CH2:63][N:62]([C:65]([O:67][C:68]([CH3:71])([CH3:70])[CH3:69])=[O:66])[CH2:61][CH2:60]2)=[C:55]([CH3:72])[CH:54]=1. (3) The reactants are [Br:1][C:2]1[S:3][C:4]([NH:34][C:35](=[O:41])[O:36][C:37]([CH3:40])([CH3:39])[CH3:38])=[C:5]([C:7](=[O:33])[NH:8][C:9]2[CH:10]=[N:11][N:12]([CH2:29][CH:30]([F:32])[F:31])[C:13]=2[N:14]2[CH2:20][CH2:19][CH2:18][C@@H:17](N(C)C(=O)C(F)(F)F)[CH2:16][CH2:15]2)[N:6]=1.NC1C=NN(CC(F)F)C=1N1CCCC([OH:55])CC1.BrC1SC(NC(OC(C)(C)C)=O)=C(C(O)=O)N=1. No catalyst specified. The product is [Br:1][C:2]1[S:3][C:4]([NH:34][C:35](=[O:41])[O:36][C:37]([CH3:38])([CH3:40])[CH3:39])=[C:5]([C:7](=[O:33])[NH:8][C:9]2[CH:10]=[N:11][N:12]([CH2:29][CH:30]([F:31])[F:32])[C:13]=2[N:14]2[CH2:20][CH2:19][CH2:18][CH:17]([OH:55])[CH2:16][CH2:15]2)[N:6]=1. The yield is 0.690. (4) The reactants are Cl.[CH:2]([C:4]1[CH:12]=[C:8]([C:9]([OH:11])=[O:10])[C:7]([OH:13])=[CH:6][CH:5]=1)=[O:3].O.[CH2:15](O)[CH3:16]. No catalyst specified. The product is [CH2:15]([O:10][C:9](=[O:11])[C:8]1[C:7](=[CH:6][CH:5]=[C:4]([CH:2]=[O:3])[CH:12]=1)[OH:13])[CH3:16]. The yield is 0.258. (5) The reactants are [C:1]([O:5][C:6]([NH:8][C@H:9]1[CH2:14][CH2:13][C@@H:12]([CH2:15]O)[CH2:11][CH2:10]1)=[O:7])([CH3:4])([CH3:3])[CH3:2].C1(P(C2C=CC=CC=2)C2C=CC=CC=2)C=CC=CC=1.[C:36]1(=[O:46])[NH:40][C:39](=[O:41])[C:38]2=[CH:42][CH:43]=[CH:44][CH:45]=[C:37]12.N(C(OC(C)C)=O)=NC(OC(C)C)=O. The catalyst is C1COCC1. The product is [C:1]([O:5][C:6]([NH:8][C@H:9]1[CH2:10][CH2:11][C@@H:12]([CH2:15][N:40]2[C:39](=[O:41])[C:38]3[CH:42]=[CH:43][CH:44]=[CH:45][C:37]=3[C:36]2=[O:46])[CH2:13][CH2:14]1)=[O:7])([CH3:2])([CH3:3])[CH3:4]. The yield is 0.620.